This data is from Full USPTO retrosynthesis dataset with 1.9M reactions from patents (1976-2016). The task is: Predict the reactants needed to synthesize the given product. (1) Given the product [Cl:1][C:2]1[CH:7]=[C:6]([C:8]([N:18]2[C:19]3[C:15](=[CH:14][C:13]([F:12])=[CH:21][CH:20]=3)[CH2:16][CH2:17]2)=[O:9])[CH:5]=[C:4]([Cl:11])[N:3]=1, predict the reactants needed to synthesize it. The reactants are: [Cl:1][C:2]1[CH:7]=[C:6]([C:8](Cl)=[O:9])[CH:5]=[C:4]([Cl:11])[N:3]=1.[F:12][C:13]1[CH:14]=[C:15]2[C:19](=[CH:20][CH:21]=1)[NH:18][CH2:17][CH2:16]2.[OH-].[Na+].C(=O)([O-])O.[Na+]. (2) Given the product [CH:20]1([CH2:25][C@H:26]([N:31]2[CH:36]=[CH:35][C:34]([C:37]([F:38])([F:39])[F:40])=[CH:33][C:32]2=[O:41])[C:27]([NH:1][C:2]2[CH:7]=[N:6][C:5]([CH3:8])=[CH:4][N:3]=2)=[O:28])[CH2:21][CH2:22][CH2:23][CH2:24]1, predict the reactants needed to synthesize it. The reactants are: [NH2:1][C:2]1[CH:7]=[N:6][C:5]([CH3:8])=[CH:4][N:3]=1.C1(C)C=CC=CC=1.C[Al](C)C.[CH:20]1([CH2:25][C@H:26]([N:31]2[CH:36]=[CH:35][C:34]([C:37]([F:40])([F:39])[F:38])=[CH:33][C:32]2=[O:41])[C:27](OC)=[O:28])[CH2:24][CH2:23][CH2:22][CH2:21]1.